From a dataset of Drug-target binding data from BindingDB using Ki measurements. Regression. Given a target protein amino acid sequence and a drug SMILES string, predict the binding affinity score between them. We predict pKi (pKi = -log10(Ki in M); higher means stronger inhibition). Dataset: bindingdb_ki. (1) The drug is CC(C)CN(C[C@@H](O)[C@H](Cc1ccccc1)NC(=O)O[C@H]1CO[C@H]2OCC[C@@H]12)S(=O)(=O)c1ccc(N)cc1. The target protein sequence is PQITLWKRPLVTIKIGGQLKEALLDTGADDTVIEEMSLPGRWKPKMIGGIGGFIKVRQYDQIIIEIAGHKAIGTVLVGPTPANIIGRNLLTQIGATLNF. The pKi is 9.1. (2) The drug is CC1C(=O)N(C)C(=O)c2c1nc(/C=C/c1cccc(Cl)c1)n2C. The target protein sequence is MAAAKLLHDSGLNVIVLEARDRVGGRTYTLRNQKVKYVDLGGAYVGPTQNRILRLSKELGLETYKVNEVERLIHHTKGKSYPFRGSFPSVWNPIAYLDHNNLWRTMDDMGREIPSDAPWKAPLAEQWDRMTMKELLDKICWTESSKQLAILFVNLCVSAEIHEVSALWFLWYVKQCGGTTRIFSTSNGGQERKFVGGSGQVSERIMELLGDRVKLERPVIHIDQTGENVLVETLNHELYEAKYVISAVPPVLGMKIHFNPPLPMMRNQLITRVPLGSVIKSIVYYKEPFWRNMDYCGSMIIEGEEAPVAYTLDDTKPDGSYPAIIGFILAHKARKLARLTKEERLKKLCDLYAKVLGSQEALHPVHYEEKNWCEEQYSAGCYTSYFPPGIMTQYGRVLRQPVGRIYFAGTETATHWSGYMEGAVEAGERAAREILHAMGKIPEDEIWLPEPESVDVPAKPITTTFLQRHLPSVPGLLKLIGLTTIISATALGYLAHKRGL.... The pKi is 3.0.